From a dataset of Experimentally validated miRNA-target interactions with 360,000+ pairs, plus equal number of negative samples. Binary Classification. Given a miRNA mature sequence and a target amino acid sequence, predict their likelihood of interaction. (1) The miRNA is hsa-miR-4695-3p with sequence UGAUCUCACCGCUGCCUCCUUC. The protein sequence of the target gene is MSDSRDPASDQMKQWKEQRASQRPDVLTTGGGNPIGDKLNIMTAGSRGPLLVQDVVFTDEMAHFDRERIPERVVHAKGAGAFGYFEVTHDITRYSKAKVFEHIGKRTPIAVRFSTVTGESGSADTVRDPRGFAVKFYTEDGNWDLVGNNTPIFFIRDAILFPSFIHSQKRNPQTHLKDPDMVWDFWSLRPESLHQVSFLFSDRGIPDGHRHMNGYGSHTFKLVNADGEAVYCKFHYKTDQGIKNLPVGEAGRLAQEDPDYGLRDLFNAIANGNYPSWTFYIQVMTFKEAETFPFNPFDLT.... Result: 0 (no interaction). (2) The miRNA is hsa-miR-513b-3p with sequence AAAUGUCACCUUUUUGAGAGGA. The protein sequence of the target gene is MEAHEIIEEPHITMDAEKHPPSKDPSAEDLQENHISESFLKPSTSETPLEPHTSESPLVPSPSQIPLEAHSPETHQEPSISETPSETPTYEASLDSPISVVPEKHLTLPPQSRDYVCLSSSDTLKEDLSSESSSNEVPWTRRSTHLSESESLPEHCLSGPSSQVQVDTTEKQEEEAGEVEKGVDASDSTAHTAQPGHQLGNTARPVFPARQTELVEVAKAMHREEFGAQVNNLFQWEKDAALNAIQTGLYIGWRCPHYLWDCFRIGDESRCFCGHLLREHRIISDISVPCKVSQCRCFMF.... Result: 0 (no interaction). (3) The miRNA is bmo-miR-281-3p with sequence ACUGUCAUGGAGUUGCUCUCUU. The protein sequence of the target gene is MARKTIDSIPEPIALPTEETVQKRIKLKMVDLDAEIAKLNVQSLDSSIQMIRDIDQMNVDAVQTTAALEDQDEQLDKIEANLSNVIDDLNVVSHNITAMEHYCGCGFFRILRAPFKYFRKRERDIIKEEVLEKMTSPKLRRKEESNMMMFTNSSKRRESTGDFMKRLTCDAIEDELERNLMQIDQGLESVKNLAVDMHVQLKLQEPKLNRIEELTETNDFVVEGVNDKVKKLLH. Result: 0 (no interaction). (4) The protein sequence of the target gene is MAAGGSGVGGKRSSKSDADSGFLGLRPTSVDPALRRRRRGPRNKKRGWRRLAQEPLGLEVDQFLEDVRLQERTSGGLLSEAPNEKLFFVDTGSKEKGLTKKRTKVQKKSLLLKKPLRVDLILENTSKVPAPKDVLAHQVPNAKKLRRKEQLWEKLAKQGELPREVRRAQARLLNPSATRAKPGPQDTVERPFYDLWASDNPLDRPLVGQDEFFLEQTKKKGVKRPARLHTKPSQAPAVEVAPAGASYNPSFEDHQTLLSAAHEVELQRQKEAEKLERQLALPATEQAATQESTFQELCEG.... The miRNA is hsa-miR-6767-5p with sequence UCGCAGACAGGGACACAUGGAGA. Result: 0 (no interaction). (5) The miRNA is hsa-miR-3170 with sequence CUGGGGUUCUGAGACAGACAGU. The protein sequence of the target gene is MDTEGFGELLQQAEQLAAETEGISELPHVERNLQEIQQAGERLRSRTLTRTSQETADVKASVLLGSRGLDISHISQRLESLSAATTFEPLEPVKDTDIQGFLKNEKDNALLSAIEESRKRTFGMAEEYHRESMLVEWEQVKQRILHTLLASGEDALDFTQESEPSYISDVGPPGRSSLDNIEMAYARQIYIYNEKIVNGHLQPNLVDLCASVAELDDKSISDMWTMVKQMTDVLLTPATDALKNRSSVEVRMEFVRQALAYLEQSYKNYTLVTVFGNLHQAQLGGVPGTYQLVRSFLNIK.... Result: 1 (interaction). (6) The miRNA is hsa-miR-146a-5p with sequence UGAGAACUGAAUUCCAUGGGUU. The protein sequence of the target gene is MEAGEEPLLLAELKPGRPHQFDWKSSCETWSVAFSPDGSWFAWSQGHCIVKLIPWPLEEQFIPKGFEAKSRSSKNETKGRGSPKEKTLDCGQIVWGLAFSPWPSPPSRKLWARHHPQVPDVSCLVLATGLNDGQIKIWEVQTGLLLLNLSGHQDVVRDLSFTPSGSLILVSASRDKTLRIWDLNKHGKQIQVLSGHLQWVYCCSISPDCSMLCSAAGEKSVFLWSMRSYTLIRKLEGHQSSVVSCDFSPDSALLVTASYDTNVIMWDPYTGERLRSLHHTQVDPAMDDSDVHISSLRSVC.... Result: 1 (interaction). (7) The protein sequence of the target gene is MANHAPFETDISTLTRFVMEQGRKAQGTGELTQLLNSLCTAIKAISSAVRQAGIAQLYGIAGSTNVTGDQVKKLDILSNDLVINMLKSSYATCVLVSEENTNAIIIEPEKRGKYVVCFDPLDGSSNIDCLVSIGTIFGIYRKKSTDEPSEKDALQPGRDLVAAGYALYGSATMLVLAMDCGVNCFMLDPSIGEFIMVDRDVKMKKKGNIYSLNEGYAKDFDPAINEYLQRKKFPPDGSAPYGARYVGSMVADIHRTLVYGGIFLYPANKKSPSGKLRLLYECNPIAYVMEKAGGLATTGD.... The miRNA is mmu-miR-1968-5p with sequence UGCAGCUGUUAAGGAUGGUGGACU. Result: 0 (no interaction). (8) The miRNA is hsa-miR-93-3p with sequence ACUGCUGAGCUAGCACUUCCCG. The protein sequence of the target gene is MAPASRLLALWALAAVALPGSGAEGDGGWRPGGPGAVAEEERCTVERRADLTYAEFVQQYAFVRPVILQGLTDNSRFRALCSRDRLLASFGDRVVRLSTANTYSYHKVDLPFQEYVEQLLHPQDPTSLGNDTLYFFGDNNFTEWASLFRHYSPPPFGLLGTAPAYSFGIAGAGSGVPFHWHGPGYSEVIYGRKRWFLYPPEKTPEFHPNKTTLAWLRDTYPALPPSARPLECTIRAGEVLYFPDRWWHATLNLDTSVFISTFLG. Result: 1 (interaction). (9) The protein sequence of the target gene is MASVTRAVFGELPSGGGTVEKFQLQSDLLRVDIISWGCTITALEVKDRQGRASDVVLGFAELEGYLQKQPYFGAVIGRVANRIAKGTFKVDGKEYHLAINKEPNSLHGGVRGFDKVLWTPRVLSNGVQFSRISPDGEEGYPGELKVWVTYTLDGGELIVNYRAQASQATPVNLTNHSYFNLAGQASPNINDHEVTIEADTYLPVDETLIPTGEVAPVQGTAFDLRKPVELGKHLQDFHLNGFDHNFCLKGSKEKHFCARVHHAASGRVLEVYTTQPGVQFYTGNFLDGTLKGKNGAVYPK.... The miRNA is hsa-miR-497-3p with sequence CAAACCACACUGUGGUGUUAGA. Result: 0 (no interaction).